Dataset: Full USPTO retrosynthesis dataset with 1.9M reactions from patents (1976-2016). Task: Predict the reactants needed to synthesize the given product. (1) Given the product [Cl:15][C:16]1[CH:21]=[CH:20][C:19]([CH2:22][O:1][C:2]2[N:6]([C:7]3[CH:12]=[C:11]([C:13]#[N:14])[CH:10]=[CH:9][N:8]=3)[N:5]=[CH:4][CH:3]=2)=[C:18]([O:24][CH3:25])[CH:17]=1, predict the reactants needed to synthesize it. The reactants are: [OH:1][C:2]1[N:6]([C:7]2[CH:12]=[C:11]([C:13]#[N:14])[CH:10]=[CH:9][N:8]=2)[N:5]=[CH:4][CH:3]=1.[Cl:15][C:16]1[CH:21]=[CH:20][C:19]([CH2:22]O)=[C:18]([O:24][CH3:25])[CH:17]=1. (2) Given the product [F:1][C:2]1[CH:10]=[CH:9][C:8]2[N:7]([CH2:11][C:12]3[CH:21]=[CH:20][C:15]([C:16]([O:18][CH3:19])=[O:17])=[CH:14][CH:13]=3)[C:6]3[CH2:22][CH2:23][N:24]([CH2:27][CH2:28][N:49]4[CH2:50][CH2:51][CH:46]([CH2:45][OH:44])[CH2:47][CH2:48]4)[C:25](=[O:26])[C:5]=3[C:4]=2[CH:3]=1, predict the reactants needed to synthesize it. The reactants are: [F:1][C:2]1[CH:10]=[CH:9][C:8]2[N:7]([CH2:11][C:12]3[CH:21]=[CH:20][C:15]([C:16]([O:18][CH3:19])=[O:17])=[CH:14][CH:13]=3)[C:6]3[CH2:22][CH2:23][N:24]([CH2:27][CH2:28]O)[C:25](=[O:26])[C:5]=3[C:4]=2[CH:3]=1.CCN(C(C)C)C(C)C.CS(Cl)(=O)=O.[OH:44][CH2:45][CH:46]1[CH2:51][CH2:50][NH:49][CH2:48][CH2:47]1. (3) The reactants are: Br[C:2]1[CH:3]=[CH:4][C:5]2[N:6]([C:8]([C:11]([N:13]3[CH2:18][CH2:17][CH:16]([C:19]4[CH:24]=[CH:23][CH:22]=[CH:21][C:20]=4[C:25]([F:28])([F:27])[F:26])[CH2:15][CH2:14]3)=[O:12])=[N:9][N:10]=2)[CH:7]=1.[CH3:29][N:30](C=O)C. Given the product [F:26][C:25]([F:28])([F:27])[C:20]1[CH:21]=[CH:22][CH:23]=[CH:24][C:19]=1[CH:16]1[CH2:17][CH2:18][N:13]([C:11]([C:8]2[N:6]3[CH:7]=[C:2]([C:29]#[N:30])[CH:3]=[CH:4][C:5]3=[N:10][N:9]=2)=[O:12])[CH2:14][CH2:15]1, predict the reactants needed to synthesize it. (4) Given the product [CH3:18][O:15][C:14]([CH:1]1[C:13]2[NH:12][C:11]3[C:6](=[CH:7][CH:8]=[CH:9][CH:10]=3)[C:5]=2[CH2:4][CH2:3][NH:2]1)=[O:16], predict the reactants needed to synthesize it. The reactants are: [CH:1]1([C:14]([OH:16])=[O:15])[C:13]2[NH:12][C:11]3[C:6](=[CH:7][CH:8]=[CH:9][CH:10]=3)[C:5]=2[CH2:4][CH2:3][NH:2]1.Cl.[CH3:18]O. (5) The reactants are: N1C=CC=CC=1.[CH3:7][Si:8]([CH3:20])([CH3:19])[C:9]1[CH:13]=[C:12]([C:14]([O:16][CH2:17][CH3:18])=[O:15])[NH:11][N:10]=1.[OH:21][CH2:22][C:23]1[CH:24]=[C:25](B(O)O)[CH:26]=[CH:27][CH:28]=1. Given the product [OH:21][CH2:22][C:23]1[CH:28]=[C:27]([N:11]2[C:12]([C:14]([O:16][CH2:17][CH3:18])=[O:15])=[CH:13][C:9]([Si:8]([CH3:19])([CH3:20])[CH3:7])=[N:10]2)[CH:26]=[CH:25][CH:24]=1, predict the reactants needed to synthesize it. (6) The reactants are: Cl[C:2]1[N:11]=[C:10]([NH:12][CH2:13][C:14]2([N:18]([CH2:26][C:27]3[CH:32]=[CH:31][CH:30]=[CH:29][CH:28]=3)[CH2:19][C:20]3[CH:25]=[CH:24][CH:23]=[CH:22][CH:21]=3)[CH2:17][O:16][CH2:15]2)[C:9]2[C:4](=[CH:5][CH:6]=[C:7]([CH3:33])[CH:8]=2)[N:3]=1.[S:34]1[C:40]2[CH:41]=[CH:42][CH:43]=[CH:44][C:39]=2[CH2:38][NH:37][CH2:36][CH2:35]1.C(N(CC)CC)C. Given the product [CH2:19]([N:18]([CH2:26][C:27]1[CH:32]=[CH:31][CH:30]=[CH:29][CH:28]=1)[C:14]1([CH2:13][NH:12][C:10]2[C:9]3[C:4](=[CH:5][CH:6]=[C:7]([CH3:33])[CH:8]=3)[N:3]=[C:2]([N:37]3[CH2:38][C:39]4[CH:44]=[CH:43][CH:42]=[CH:41][C:40]=4[S:34][CH2:35][CH2:36]3)[N:11]=2)[CH2:17][O:16][CH2:15]1)[C:20]1[CH:25]=[CH:24][CH:23]=[CH:22][CH:21]=1, predict the reactants needed to synthesize it. (7) Given the product [CH:24]([NH:21][C:16]1[C:17]([CH2:19][CH3:20])=[CH:18][C:13]([CH2:1][C:2]2[CH:7]=[C:6]([CH2:8][CH3:9])[C:5]([NH:10][CH:1]([CH2:2][CH3:3])[CH3:13])=[C:4]([CH2:11][CH3:12])[CH:3]=2)=[CH:14][C:15]=1[CH2:22][CH3:23])([CH2:26][CH3:28])[CH3:25], predict the reactants needed to synthesize it. The reactants are: [CH2:1]([C:13]1[CH:18]=[C:17]([CH2:19][CH3:20])[C:16]([NH2:21])=[C:15]([CH2:22][CH3:23])[CH:14]=1)[C:2]1[CH:7]=[C:6]([CH2:8][CH3:9])[C:5]([NH2:10])=[C:4]([CH2:11][CH3:12])[CH:3]=1.[CH2:24]([C:26]([CH3:28])=O)[CH3:25]. (8) Given the product [Cl:3][C:4]1[CH:5]=[CH:6][C:7]([C:10]2[CH:28]=[C:13]3[CH:14]=[C:15]([C:18]4[C:19]([F:27])=[C:20]([CH2:21][OH:22])[C:23]([F:26])=[CH:24][CH:25]=4)[CH:16]=[CH:17][N:12]3[N:11]=2)=[CH:8][CH:9]=1, predict the reactants needed to synthesize it. The reactants are: [BH4-].[Na+].[Cl:3][C:4]1[CH:9]=[CH:8][C:7]([C:10]2[CH:28]=[C:13]3[CH:14]=[C:15]([C:18]4[C:19]([F:27])=[C:20]([C:23]([F:26])=[CH:24][CH:25]=4)[CH:21]=[O:22])[CH:16]=[CH:17][N:12]3[N:11]=2)=[CH:6][CH:5]=1.CO.[Cl-].[NH4+]. (9) Given the product [C:26]([O:25][C:24]([NH:23][CH2:22][CH2:21][S:20][C:2]1[C:7]([C:8]([O:10][CH3:11])=[O:9])=[CH:6][C:5]([O:12][CH3:13])=[N:4][CH:3]=1)=[O:30])([CH3:29])([CH3:28])[CH3:27], predict the reactants needed to synthesize it. The reactants are: I[C:2]1[C:7]([C:8]([O:10][CH3:11])=[O:9])=[CH:6][C:5]([O:12][CH3:13])=[N:4][CH:3]=1.C(=O)([O-])[O-].[K+].[K+].[SH:20][CH2:21][CH2:22][NH:23][C:24](=[O:30])[O:25][C:26]([CH3:29])([CH3:28])[CH3:27]. (10) Given the product [CH2:1]([O:3][C:4](=[O:19])[CH2:5][C@H:6]1[CH2:11][CH2:10][C@H:9]([C:12]2[CH:17]=[CH:16][C:15]([NH:18][C:21]([NH:20][C:23]3[CH:28]=[C:27]([CH3:29])[CH:26]=[CH:25][C:24]=3[O:30][CH3:31])=[O:22])=[CH:14][CH:13]=2)[CH2:8][CH2:7]1)[CH3:2], predict the reactants needed to synthesize it. The reactants are: [CH2:1]([O:3][C:4](=[O:19])[CH2:5][C@H:6]1[CH2:11][CH2:10][C@H:9]([C:12]2[CH:17]=[CH:16][C:15]([NH2:18])=[CH:14][CH:13]=2)[CH2:8][CH2:7]1)[CH3:2].[N:20]([C:23]1[CH:28]=[C:27]([CH3:29])[CH:26]=[CH:25][C:24]=1[O:30][CH3:31])=[C:21]=[O:22].C(O)C(N)(CO)CO.